Dataset: Peptide-MHC class I binding affinity with 185,985 pairs from IEDB/IMGT. Task: Regression. Given a peptide amino acid sequence and an MHC pseudo amino acid sequence, predict their binding affinity value. This is MHC class I binding data. (1) The peptide sequence is AHNAVVHEL. The MHC is Mamu-A20102 with pseudo-sequence Mamu-A20102. The binding affinity (normalized) is 0.881. (2) The peptide sequence is EFKRRLKDL. The MHC is HLA-B18:01 with pseudo-sequence HLA-B18:01. The binding affinity (normalized) is 0.0847. (3) The peptide sequence is SRYWEPEFY. The MHC is HLA-B40:01 with pseudo-sequence HLA-B40:01. The binding affinity (normalized) is 0.0847. (4) The peptide sequence is FLLLADARV. The MHC is HLA-A68:02 with pseudo-sequence HLA-A68:02. The binding affinity (normalized) is 0.421. (5) The peptide sequence is FRKEFTKLE. The MHC is HLA-B07:02 with pseudo-sequence HLA-B07:02. The binding affinity (normalized) is 0.0847.